Dataset: Reaction yield outcomes from USPTO patents with 853,638 reactions. Task: Predict the reaction yield, written as a fraction of the theoretical maximum amount of product (1.0 means a 100% yield; for example, 0.34 means a 34% yield). (1) The reactants are [CH:1]([C:4]1[CH:9]=[CH:8][C:7]([N+:10]([O-])=O)=[CH:6][N:5]=1)([CH3:3])[CH3:2]. The catalyst is CO.[Ni]. The product is [CH:1]([C:4]1[CH:9]=[CH:8][C:7]([NH2:10])=[CH:6][N:5]=1)([CH3:3])[CH3:2]. The yield is 0.520. (2) The reactants are C([Mg]Cl)(C)C.[S:6]1[CH:10]=[CH:9][N:8]=[CH:7]1.[C:11]1([C:24]2[CH:29]=[CH:28][CH:27]=[CH:26][CH:25]=2)[CH:16]=[CH:15][C:14]([CH2:17][C:18](N(OC)C)=[O:19])=[CH:13][CH:12]=1. The catalyst is O1CCCC1. The product is [C:11]1([C:24]2[CH:25]=[CH:26][CH:27]=[CH:28][CH:29]=2)[CH:12]=[CH:13][C:14]([CH2:17][C:18]([C:7]2[S:6][CH:10]=[CH:9][N:8]=2)=[O:19])=[CH:15][CH:16]=1. The yield is 0.600. (3) The reactants are O=C1C2C(=CC=CC=2)C(=O)[N:3]1[CH2:12][CH2:13][CH2:14][CH2:15][C:16]1[CH:21]=[CH:20][C:19]([O:22][C:23](=[S:27])[N:24]([CH3:26])[CH3:25])=[CH:18][CH:17]=1.CN. No catalyst specified. The product is [NH2:3][CH2:12][CH2:13][CH2:14][CH2:15][C:16]1[CH:21]=[CH:20][C:19]([O:22][C:23](=[S:27])[N:24]([CH3:25])[CH3:26])=[CH:18][CH:17]=1. The yield is 0.460. (4) The reactants are C(=O)([O-])[O-].[Cs+].[Cs+].[F:7][C:8]1[CH:9]=[C:10]2[C:15](=[CH:16][C:17]=1[OH:18])[N:14]=[CH:13][N:12]=[C:11]2[NH:19][C:20]1[CH:24]=[C:23]([CH2:25][C:26]([NH:28][C:29]2[CH:34]=[CH:33][CH:32]=[C:31]([F:35])[CH:30]=2)=[O:27])[NH:22][N:21]=1.Br[CH2:37][CH2:38][CH2:39][Cl:40].O. The catalyst is CN(C)C=O.ClCCl. The product is [Cl:40][CH2:39][CH2:38][CH2:37][O:18][C:17]1[CH:16]=[C:15]2[C:10]([C:11]([NH:19][C:20]3[CH:24]=[C:23]([CH2:25][C:26]([NH:28][C:29]4[CH:34]=[CH:33][CH:32]=[C:31]([F:35])[CH:30]=4)=[O:27])[NH:22][N:21]=3)=[N:12][CH:13]=[N:14]2)=[CH:9][C:8]=1[F:7]. The yield is 0.570. (5) The reactants are [CH2:1]([CH:3]([C:6]1[C:10]([CH2:11][CH2:12][CH2:13][OH:14])=[CH:9][N:8]([C:15]2[N:16]=[N:17][C:18]([C:21]([F:24])([F:23])[F:22])=[CH:19][CH:20]=2)[N:7]=1)[CH2:4][CH3:5])[CH3:2].O[C:26]1[C:31]([CH3:32])=[CH:30][CH:29]=[CH:28][C:27]=1[CH2:33][C:34]([O:36]C)=[O:35].C(P(CCCC)CCCC)CCC.N(C(N1CCCCC1)=O)=NC(N1CCCCC1)=O. The catalyst is O1CCCC1. The product is [CH2:1]([CH:3]([C:6]1[C:10]([CH2:11][CH2:12][CH2:13][O:14][C:26]2[C:31]([CH3:32])=[CH:30][CH:29]=[CH:28][C:27]=2[CH2:33][C:34]([OH:36])=[O:35])=[CH:9][N:8]([C:15]2[N:16]=[N:17][C:18]([C:21]([F:22])([F:24])[F:23])=[CH:19][CH:20]=2)[N:7]=1)[CH2:4][CH3:5])[CH3:2]. The yield is 0.730.